From a dataset of Forward reaction prediction with 1.9M reactions from USPTO patents (1976-2016). Predict the product of the given reaction. The product is: [CH2:39]([O:38][C:36](=[O:37])[CH2:35][CH2:34][CH2:33][CH2:32][O:31][C:30]1[CH:29]=[CH:28][C:27]([N:26]2[CH:43]=[N:1][C:2]3[C:3]2=[N:4][C:5]([NH:8][C:9]2[CH:14]=[CH:13][C:12]([CH2:15][CH2:16][CH2:17][NH:18][C:19]([O:21][C:22]([CH3:24])([CH3:25])[CH3:23])=[O:20])=[CH:11][CH:10]=2)=[N:6][CH:7]=3)=[CH:42][CH:41]=1)[CH3:40]. Given the reactants [NH2:1][C:2]1[C:3]([NH:26][C:27]2[CH:42]=[CH:41][C:30]([O:31][CH2:32][CH2:33][CH2:34][CH2:35][C:36]([O:38][CH2:39][CH3:40])=[O:37])=[CH:29][CH:28]=2)=[N:4][C:5]([NH:8][C:9]2[CH:14]=[CH:13][C:12]([CH2:15][CH2:16][CH2:17][NH:18][C:19]([O:21][C:22]([CH3:25])([CH3:24])[CH3:23])=[O:20])=[CH:11][CH:10]=2)=[N:6][CH:7]=1.[CH:43](OC)(OC)OC, predict the reaction product.